Dataset: Reaction yield outcomes from USPTO patents with 853,638 reactions. Task: Predict the reaction yield, written as a fraction of the theoretical maximum amount of product (1.0 means a 100% yield; for example, 0.34 means a 34% yield). (1) The reactants are C(N(CC)CC)C.[Cl:8][C:9]1[C:10]([N:15]2[CH:19]([C:20]([O:22][CH2:23][CH3:24])=[O:21])[CH2:18][C:17](=[O:25])[NH:16]2)=[N:11][CH:12]=[CH:13][CH:14]=1.[C:26]1([CH3:36])[CH:31]=[CH:30][C:29]([S:32](Cl)(=[O:34])=[O:33])=[CH:28][CH:27]=1. The catalyst is ClCCl.C1(C)C=CC(S(Cl)(=O)=O)=CC=1.C(N(CC)CC)C. The product is [Cl:8][C:9]1[C:10]([N:15]2[CH:19]([C:20]([O:22][CH2:23][CH3:24])=[O:21])[CH2:18][C:17]([O:25][S:32]([C:29]3[CH:30]=[CH:31][C:26]([CH3:36])=[CH:27][CH:28]=3)(=[O:34])=[O:33])=[N:16]2)=[N:11][CH:12]=[CH:13][CH:14]=1. The yield is 0.870. (2) The reactants are [CH3:1][O:2][C:3]([CH:5]1[CH2:10][C:9](=[O:11])[CH2:8][CH:7]([C:12]([O:14][CH3:15])=[O:13])[CH2:6]1)=[O:4].[CH2:16](O)[CH2:17][OH:18].O.C1(C)C=CC(S(O)(=O)=O)=CC=1.O. The catalyst is C1(C)C=CC=CC=1. The product is [CH3:15][O:14][C:12]([CH:7]1[CH2:6][CH:5]([C:3]([O:2][CH3:1])=[O:4])[CH2:10][C:9]2([O:18][CH2:17][CH2:16][O:11]2)[CH2:8]1)=[O:13]. The yield is 0.630. (3) The reactants are Br[C:2]1[CH:7]=[CH:6][C:5]([C:8](=[C:17]2[CH2:22][C:21]([CH3:24])([CH3:23])[O:20][C:19]([CH3:26])([CH3:25])[CH2:18]2)[C:9]2[CH:14]=[CH:13][C:12]([OH:15])=[C:11]([F:16])[CH:10]=2)=[CH:4][CH:3]=1.[C:27]([O:31][CH2:32][CH3:33])(=[O:30])[CH:28]=[CH2:29].CCN(CC)CC.CN(C=O)C. The catalyst is Cl[Pd](Cl)([P](C1C=CC=CC=1)(C1C=CC=CC=1)C1C=CC=CC=1)[P](C1C=CC=CC=1)(C1C=CC=CC=1)C1C=CC=CC=1.CCOC(C)=O.O. The product is [F:16][C:11]1[CH:10]=[C:9]([C:8](=[C:17]2[CH2:18][C:19]([CH3:26])([CH3:25])[O:20][C:21]([CH3:23])([CH3:24])[CH2:22]2)[C:5]2[CH:4]=[CH:3][C:2](/[CH:29]=[CH:28]/[C:27]([O:31][CH2:32][CH3:33])=[O:30])=[CH:7][CH:6]=2)[CH:14]=[CH:13][C:12]=1[OH:15]. The yield is 0.740. (4) The catalyst is C(Cl)Cl. The product is [NH2:1][C@H:2]([C:11]([OH:13])=[O:12])[CH2:3][CH2:4][CH2:5][CH2:6][NH:7][N:8]=[N+:9]=[N-:10]. The reactants are [NH:1](C(OC(C)(C)C)=O)[C@H:2]([C:11]([OH:13])=[O:12])[CH2:3][CH2:4][CH2:5][CH2:6][NH:7][N:8]=[N+:9]=[N-:10].C(O)(C(F)(F)F)=O. The yield is 0.830. (5) The reactants are [F:1][C:2]1[CH:7]=[CH:6][CH:5]=[CH:4][C:3]=1[C:8]1[CH:13]=[CH:12][N:11]=[C:10]([NH2:14])[C:9]=1[N+:15]([O-])=O. The catalyst is CO.[Pd]. The product is [F:1][C:2]1[CH:7]=[CH:6][CH:5]=[CH:4][C:3]=1[C:8]1[CH:13]=[CH:12][N:11]=[C:10]([NH2:14])[C:9]=1[NH2:15]. The yield is 0.636. (6) The reactants are [Br:1][C:2]1[CH:14]=[CH:13][C:12]2[C:11]3[C:6](=[CH:7][C:8]([Br:15])=[CH:9][CH:10]=3)[CH2:5][C:4]=2[CH:3]=1.[OH-].[K+].[CH3:18][C:19]([CH3:21])=O. The catalyst is C(OCC)(=O)C. The product is [Br:1][C:2]1[CH:14]=[CH:13][C:12]2[C:11]3[C:6](=[CH:7][C:8]([Br:15])=[CH:9][CH:10]=3)[C:5](=[C:19]([CH3:21])[CH3:18])[C:4]=2[CH:3]=1. The yield is 0.130. (7) The reactants are [NH:1]1[CH2:6][CH2:5][CH:4]([OH:7])[CH2:3][CH2:2]1.Cl[C:9]1[N:14]=[CH:13][C:12]([CH2:15][CH2:16][CH3:17])=[CH:11][N:10]=1.C([O-])([O-])=O.[K+].[K+].O. The catalyst is CN(C=O)C. The product is [CH2:15]([C:12]1[CH:11]=[N:10][C:9]([N:1]2[CH2:6][CH2:5][CH:4]([OH:7])[CH2:3][CH2:2]2)=[N:14][CH:13]=1)[CH2:16][CH3:17]. The yield is 0.970.